Dataset: Forward reaction prediction with 1.9M reactions from USPTO patents (1976-2016). Task: Predict the product of the given reaction. (1) Given the reactants C([O:3][C:4](=[O:19])[CH:5]([O:16][CH2:17][CH3:18])[CH2:6][C:7]1[CH:15]=[C:14]2[C:10]([CH:11]=[CH:12][NH:13]2)=[CH:9][CH:8]=1)C.Cl[CH2:21][C:22]1[N:23]=[C:24]([C:27]2[CH:32]=[CH:31][C:30]([CH:33]([CH3:35])[CH3:34])=[CH:29][CH:28]=2)[S:25][CH:26]=1, predict the reaction product. The product is: [CH2:17]([O:16][CH:5]([CH2:6][C:7]1[CH:15]=[C:14]2[C:10]([CH:11]=[CH:12][N:13]2[CH2:21][C:22]2[N:23]=[C:24]([C:27]3[CH:32]=[CH:31][C:30]([CH:33]([CH3:35])[CH3:34])=[CH:29][CH:28]=3)[S:25][CH:26]=2)=[CH:9][CH:8]=1)[C:4]([OH:3])=[O:19])[CH3:18]. (2) Given the reactants [CH2:1]([N:3]1[CH2:8][CH2:7][N:6]([CH:9]2[CH2:14][CH2:13][N:12](C(OC(C)(C)C)=O)[CH2:11][CH2:10]2)[CH2:5][CH2:4]1)[CH3:2].Cl.O, predict the reaction product. The product is: [CH2:1]([N:3]1[CH2:8][CH2:7][N:6]([CH:9]2[CH2:14][CH2:13][NH:12][CH2:11][CH2:10]2)[CH2:5][CH2:4]1)[CH3:2]. (3) Given the reactants OCCC1C2C=CC(C#N)=CC=2CCO1.[CH3:16][S:17]([O:20][CH2:21][CH2:22][C@H:23]1[C:28]2[CH:29]=[CH:30][C:31]([C:33]([NH2:35])=O)=[CH:32][C:27]=2[CH2:26][CH2:25][O:24]1)(=[O:19])=[O:18], predict the reaction product. The product is: [CH3:16][S:17]([O:20][CH2:21][CH2:22][CH:23]1[C:28]2[CH:29]=[CH:30][C:31]([C:33]#[N:35])=[CH:32][C:27]=2[CH2:26][CH2:25][O:24]1)(=[O:18])=[O:19]. (4) The product is: [OH:8][C:9]1[C:10]([CH3:58])=[CH:11][C:12]([CH2:16][C@@H:17]([O:37][C:38]([N:40]2[CH2:41][CH2:42][CH:43]([N:46]3[CH2:52][CH2:51][C:50]4[CH:53]=[CH:54][CH:55]=[CH:56][C:49]=4[NH:48][C:47]3=[O:57])[CH2:44][CH2:45]2)=[O:39])[C:18]([N:20]2[CH2:21][CH2:22][CH:23]([N:26]3[CH2:31][CH2:30][CH:29]([C:32]([O:34][CH2:35][CH3:36])=[O:33])[CH2:28][CH2:27]3)[CH2:24][CH2:25]2)=[O:19])=[CH:13][C:14]=1[CH3:15]. Given the reactants C([O:8][C:9]1[C:14]([CH3:15])=[CH:13][C:12]([CH2:16][C@@H:17]([O:37][C:38]([N:40]2[CH2:45][CH2:44][CH:43]([N:46]3[CH2:52][CH2:51][C:50]4[CH:53]=[CH:54][CH:55]=[CH:56][C:49]=4[NH:48][C:47]3=[O:57])[CH2:42][CH2:41]2)=[O:39])[C:18]([N:20]2[CH2:25][CH2:24][CH:23]([N:26]3[CH2:31][CH2:30][CH:29]([C:32]([O:34][CH2:35][CH3:36])=[O:33])[CH2:28][CH2:27]3)[CH2:22][CH2:21]2)=[O:19])=[CH:11][C:10]=1[CH3:58])C1C=CC=CC=1.[H][H], predict the reaction product.